Dataset: Retrosynthesis with 50K atom-mapped reactions and 10 reaction types from USPTO. Task: Predict the reactants needed to synthesize the given product. (1) Given the product CCOC(=O)N1CCC(NS(=O)(=O)c2ccc3ccccc3c2)CC1, predict the reactants needed to synthesize it. The reactants are: CCOC(=O)N1CCC(N)CC1.O=S(=O)(Cl)c1ccc2ccccc2c1. (2) Given the product CC1CC(=O)NN=C1c1ccc(NCCCc2c[nH]cn2)c([N+](=O)[O-])c1, predict the reactants needed to synthesize it. The reactants are: CC1CC(=O)NN=C1c1ccc(Cl)c([N+](=O)[O-])c1.NCCCc1c[nH]cn1. (3) Given the product CCNCc1cc(C(F)(F)F)ccc1Br, predict the reactants needed to synthesize it. The reactants are: CCN.O=Cc1cc(C(F)(F)F)ccc1Br. (4) Given the product CCOC(=O)c1sc(-c2ccc(C)cc2)nc1NC(C)=O, predict the reactants needed to synthesize it. The reactants are: CC(N)=O.CCOC(=O)c1sc(-c2ccc(C)cc2)nc1OS(=O)(=O)C(F)(F)F.